From a dataset of Reaction yield outcomes from USPTO patents with 853,638 reactions. Predict the reaction yield, written as a fraction of the theoretical maximum amount of product (1.0 means a 100% yield; for example, 0.34 means a 34% yield). (1) The reactants are [CH3:1][C:2]1[C:9]([N+:10]([O-:12])=[O:11])=[CH:8][CH:7]=[CH:6][C:3]=1[CH:4]=O.[CH3:13][N:14]1[CH2:19][CH2:18][NH:17][CH2:16][CH2:15]1.CC(O)=O.C(O[BH-](OC(=O)C)OC(=O)C)(=O)C.[Na+]. The catalyst is ClCCCl. The product is [CH3:13][N:14]1[CH2:19][CH2:18][N:17]([CH2:4][C:3]2[CH:6]=[CH:7][CH:8]=[C:9]([N+:10]([O-:12])=[O:11])[C:2]=2[CH3:1])[CH2:16][CH2:15]1. The yield is 1.00. (2) The reactants are [N:1]([CH2:4][C:5]([NH:7][C:8]1[CH:16]=[CH:15][CH:14]=[C:13]2[C:9]=1[C:10](=[O:27])[N:11]([C:18]1([CH3:26])[CH2:23][CH2:22][C:21](=[O:24])[NH:20][C:19]1=[O:25])[C:12]2=[O:17])=[O:6])=[N+]=[N-].O.[ClH:29]. The catalyst is CO.[Pd]. The product is [ClH:29].[NH2:1][CH2:4][C:5]([NH:7][C:8]1[CH:16]=[CH:15][CH:14]=[C:13]2[C:9]=1[C:10](=[O:27])[N:11]([C:18]1([CH3:26])[CH2:23][CH2:22][C:21](=[O:24])[NH:20][C:19]1=[O:25])[C:12]2=[O:17])=[O:6]. The yield is 0.350. (3) The reactants are C([O:8][CH2:9][CH2:10][O:11][C:12]1[CH:13]=[CH:14][C:15]([F:31])=[C:16]2[C:21]=1[NH:20][CH:19]=[C:18]([C:22]1[CH:27]=[CH:26][C:25]([O:28][CH3:29])=[CH:24][CH:23]=1)[C:17]2=[O:30])C1C=CC=CC=1.[H][H]. The catalyst is [OH-].[OH-].[Pd+2].C(O)C. The product is [F:31][C:15]1[CH:14]=[CH:13][C:12]([O:11][CH2:10][CH2:9][OH:8])=[C:21]2[C:16]=1[C:17](=[O:30])[C:18]([C:22]1[CH:27]=[CH:26][C:25]([O:28][CH3:29])=[CH:24][CH:23]=1)=[CH:19][NH:20]2. The yield is 0.990. (4) The reactants are [C:1]([O:5][C:6]([N:8]1[CH2:13][CH2:12][C:11]2[O:14][N:15]=[C:16]([C:17]([OH:19])=O)[C:10]=2[CH2:9]1)=[O:7])([CH3:4])([CH3:3])[CH3:2].[CH3:20][C:21]([C:23]1[CH:28]=[CH:27][C:26]([N:29]2[CH2:34][CH2:33][NH:32][CH2:31][CH2:30]2)=[CH:25][CH:24]=1)=[O:22]. No catalyst specified. The product is [C:1]([O:5][C:6]([N:8]1[CH2:13][CH2:12][C:11]2[O:14][N:15]=[C:16]([C:17]([N:32]3[CH2:31][CH2:30][N:29]([C:26]4[CH:25]=[CH:24][C:23]([C:21](=[O:22])[CH3:20])=[CH:28][CH:27]=4)[CH2:34][CH2:33]3)=[O:19])[C:10]=2[CH2:9]1)=[O:7])([CH3:2])([CH3:3])[CH3:4]. The yield is 0.420. (5) The yield is 0.643. The product is [Br:1][C:12]1[C:11]2[C:6](=[CH:7][CH:8]=[C:9]([C:14]3[CH:15]=[N:16][C:17]([CH3:20])=[CH:18][CH:19]=3)[CH:10]=2)[C:5](=[O:21])[N:4]([CH3:3])[CH:13]=1. The catalyst is C(O)(=O)C. The reactants are [Br:1]Br.[CH3:3][N:4]1[CH:13]=[CH:12][C:11]2[C:6](=[CH:7][CH:8]=[C:9]([C:14]3[CH:15]=[N:16][C:17]([CH3:20])=[CH:18][CH:19]=3)[CH:10]=2)[C:5]1=[O:21].O.[OH-].[Na+]. (6) The yield is 0.932. The product is [NH2:34][C@:27]1([CH2:26][C:25]#[C:24][C:19]2[N:18]=[C:17]([C:15]3[CH:16]=[C:11]([O:10][CH2:8][CH3:9])[CH:12]=[CH:13][C:14]=3[F:42])[CH:22]=[C:21]([CH3:23])[N:20]=2)[CH2:31][CH2:30][N:29]([CH3:32])[C:28]1=[O:33]. The reactants are FC(F)(F)C(O)=O.[CH2:8]([O:10][C:11]1[CH:12]=[CH:13][C:14]([F:42])=[C:15]([C:17]2[CH:22]=[C:21]([CH3:23])[N:20]=[C:19]([C:24]#[C:25][CH2:26][C@@:27]3([NH:34]C(=O)OC(C)(C)C)[CH2:31][CH2:30][N:29]([CH3:32])[C:28]3=[O:33])[N:18]=2)[CH:16]=1)[CH3:9].C([O-])([O-])=O.[K+].[K+]. The catalyst is C(Cl)Cl. (7) The reactants are [NH2:1][C:2]1[CH:7]=[CH:6][C:5]([C:8]2[CH:13]=[CH:12][C:11]([C:14](=[O:23])[CH2:15][C:16]([CH3:22])([CH3:21])[C:17]([O:19]C)=[O:18])=[CH:10][CH:9]=2)=[CH:4][CH:3]=1.[CH3:24][C:25]1[CH:37]=[CH:36][C:28]2[N:29]=[C:30](S(C)(=O)=O)[O:31][C:27]=2[CH:26]=1.[OH-].[Na+].Cl. The catalyst is ClC(Cl)C.CO. The product is [CH3:21][C:16]([CH3:22])([CH2:15][C:14]([C:11]1[CH:10]=[CH:9][C:8]([C:5]2[CH:4]=[CH:3][C:2]([NH:1][C:30]3[O:31][C:27]4[CH:26]=[C:25]([CH3:24])[CH:37]=[CH:36][C:28]=4[N:29]=3)=[CH:7][CH:6]=2)=[CH:13][CH:12]=1)=[O:23])[C:17]([OH:19])=[O:18]. The yield is 0.321.